From a dataset of Forward reaction prediction with 1.9M reactions from USPTO patents (1976-2016). Predict the product of the given reaction. (1) Given the reactants [CH:1]1([CH2:7][C@H:8]([NH:29][C:30]([C:32]2[O:33][C:34]3[CH:40]=[CH:39][CH:38]=[CH:37][C:35]=3[CH:36]=2)=[O:31])[C:9](=[O:28])[NH:10][CH:11]2[CH2:17][CH2:16][CH2:15][N:14]([S:18]([C:21]3[CH:26]=[CH:25][CH:24]=[CH:23][N:22]=3)(=[O:20])=[O:19])[CH2:13][CH:12]2[OH:27])[CH2:6][CH2:5][CH2:4][CH2:3][CH2:2]1.CC(OI1(OC(C)=O)(OC(C)=O)OC(=O)C2C=CC=CC1=2)=O.S([O-])([O-])(=O)=S.[Na+].[Na+].C(=O)(O)[O-].[Na+], predict the reaction product. The product is: [CH:1]1([CH2:7][C@H:8]([NH:29][C:30]([C:32]2[O:33][C:34]3[CH:40]=[CH:39][CH:38]=[CH:37][C:35]=3[CH:36]=2)=[O:31])[C:9](=[O:28])[NH:10][CH:11]2[CH2:17][CH2:16][CH2:15][N:14]([S:18]([C:21]3[CH:26]=[CH:25][CH:24]=[CH:23][N:22]=3)(=[O:19])=[O:20])[CH2:13][C:12]2=[O:27])[CH2:2][CH2:3][CH2:4][CH2:5][CH2:6]1. (2) Given the reactants CN([CH:4]=[C:5]1[CH2:11][C:10](=[O:12])[NH:9][C:8]2[CH:13]=[C:14]([CH3:17])[CH:15]=[CH:16][C:7]=2[C:6]1=O)C.[CH3:19][O:20][C:21]1[CH:22]=[C:23]([NH:29][C:30]([NH2:32])=[NH:31])[CH:24]=[CH:25][C:26]=1[O:27][CH3:28], predict the reaction product. The product is: [CH3:19][O:20][C:21]1[CH:22]=[C:23]([NH:29][C:30]2[N:32]=[CH:4][C:5]3[CH2:11][C:10](=[O:12])[NH:9][C:8]4[CH:13]=[C:14]([CH3:17])[CH:15]=[CH:16][C:7]=4[C:6]=3[N:31]=2)[CH:24]=[CH:25][C:26]=1[O:27][CH3:28]. (3) Given the reactants Br[C:2]1[CH:3]=[C:4]([CH:19]=[CH:20][C:21]=1[N:22]1[CH2:26][CH2:25][C@@H:24]([OH:27])[CH2:23]1)[C:5]([NH:7][C:8]1[CH:13]=[CH:12][C:11]([O:14][C:15]([F:18])([F:17])[F:16])=[CH:10][CH:9]=1)=[O:6].CC1(C)C(C)(C)OB([C:36]2[N:40](COCC[Si](C)(C)C)[N:39]=[CH:38][CH:37]=2)O1.C([O-])([O-])=O.[Na+].[Na+].COCCOC, predict the reaction product. The product is: [OH:27][C@@H:24]1[CH2:25][CH2:26][N:22]([C:21]2[CH:20]=[CH:19][C:4]([C:5]([NH:7][C:8]3[CH:13]=[CH:12][C:11]([O:14][C:15]([F:18])([F:17])[F:16])=[CH:10][CH:9]=3)=[O:6])=[CH:3][C:2]=2[C:36]2[NH:40][N:39]=[CH:38][CH:37]=2)[CH2:23]1. (4) Given the reactants [Br:1][C:2]1[CH:14]=[N:13][C:12]2[C:11]3[C:10]([S:15]([CH3:18])(=[O:17])=[O:16])=[CH:9][C:8]([F:19])=[C:7]([F:20])[C:6]=3[NH:5][C:4]=2[CH:3]=1.[C:21]1([C@@H:27]([CH:29]2[CH2:34][CH2:33][O:32][CH2:31][CH2:30]2)O)[CH:26]=[CH:25][CH:24]=[CH:23][CH:22]=1.C1(P(C2C=CC=CC=2)C2C=CC=CC=2)C=CC=CC=1.CC(OC(/N=N/C(OC(C)C)=O)=O)C, predict the reaction product. The product is: [Br:1][C:2]1[CH:14]=[N:13][C:12]2[C:11]3[C:10]([S:15]([CH3:18])(=[O:16])=[O:17])=[CH:9][C:8]([F:19])=[C:7]([F:20])[C:6]=3[N:5]([C@H:27]([C:21]3[CH:26]=[CH:25][CH:24]=[CH:23][CH:22]=3)[CH:29]3[CH2:30][CH2:31][O:32][CH2:33][CH2:34]3)[C:4]=2[CH:3]=1. (5) Given the reactants [Br:1][C:2]1[CH:3]=[C:4]([CH2:21][C:22](O)=[O:23])[CH:5]=[C:6]([Br:20])[C:7]=1[O:8][CH2:9][C:10]1[CH:15]=[C:14]([NH:16][CH2:17][CH3:18])[CH:13]=[C:12]([Cl:19])[CH:11]=1.F[P-](F)(F)(F)(F)F.Br[P+](N1CCCC1)(N1CCCC1)N1CCCC1.O.ON1C2C=CC=CC=2N=N1.Cl.[CH3:61][O:62][C:63](=[O:73])[C@H:64]([CH2:66][C:67]1[CH:72]=[CH:71][CH:70]=[CH:69][CH:68]=1)[NH2:65].C(N(C(C)C)CC)(C)C, predict the reaction product. The product is: [Br:1][C:2]1[CH:3]=[C:4]([CH2:21][C:22]([NH:65][C@@H:64]([CH2:66][C:67]2[CH:72]=[CH:71][CH:70]=[CH:69][CH:68]=2)[C:63]([O:62][CH3:61])=[O:73])=[O:23])[CH:5]=[C:6]([Br:20])[C:7]=1[O:8][CH2:9][C:10]1[CH:15]=[C:14]([NH:16][CH2:17][CH3:18])[CH:13]=[C:12]([Cl:19])[CH:11]=1.